From a dataset of Full USPTO retrosynthesis dataset with 1.9M reactions from patents (1976-2016). Predict the reactants needed to synthesize the given product. Given the product [Cl:19][C:3]1[C:2]([C:25](=[O:27])[CH3:26])=[CH:7][N:6]=[C:5]2[N:8]([CH2:11][O:12][CH2:13][CH2:14][Si:15]([CH3:18])([CH3:17])[CH3:16])[CH:9]=[N:10][C:4]=12, predict the reactants needed to synthesize it. The reactants are: Br[C:2]1[C:3]([Cl:19])=[C:4]2[N:10]=[CH:9][N:8]([CH2:11][O:12][CH2:13][CH2:14][Si:15]([CH3:18])([CH3:17])[CH3:16])[C:5]2=[N:6][CH:7]=1.C([Sn](CCCC)(CCCC)[C:25]([O:27]CC)=[CH2:26])CCC.O.[F-].[K+].